From a dataset of Catalyst prediction with 721,799 reactions and 888 catalyst types from USPTO. Predict which catalyst facilitates the given reaction. Reactant: [OH:1][B:2]1[C:6]2[CH:7]=[C:8]([CH:11]=O)[CH:9]=[CH:10][C:5]=2[C:4]([CH3:14])([CH3:13])[O:3]1.[NH2:15][OH:16].Cl.CC([O-])=O.[Na+]. Product: [OH:1][B:2]1[C:6]2[CH:7]=[C:8](/[CH:11]=[N:15]/[OH:16])[CH:9]=[CH:10][C:5]=2[C:4]([CH3:14])([CH3:13])[O:3]1. The catalyst class is: 20.